The task is: Predict which catalyst facilitates the given reaction.. This data is from Catalyst prediction with 721,799 reactions and 888 catalyst types from USPTO. (1) Reactant: Br[C:2]1[C:15]2[C:16]3=[C:17]4[C:12](=[CH:13][CH:14]=2)[CH:11]=[CH:10][CH:9]=[C:8]4[CH:7]=[CH:6][C:5]3=[CH:4][CH:3]=1.[Cl:18][C:19]1[CH:24]=[CH:23][C:22](B(O)O)=[CH:21][CH:20]=1.COCCOC.C(=O)([O-])[O-].[Na+].[Na+]. Product: [Cl:18][C:19]1[CH:24]=[CH:23][C:22]([C:9]2[C:8]3[C:17]4=[C:16]5[C:5](=[CH:6][CH:7]=3)[CH:4]=[CH:3][CH:2]=[C:15]5[CH:14]=[CH:13][C:12]4=[CH:11][CH:10]=2)=[CH:21][CH:20]=1. The catalyst class is: 713. (2) The catalyst class is: 8. Reactant: [OH:1][CH2:2][C@H:3]1[CH2:7][CH2:6][CH2:5][N:4]1[CH2:8][CH2:9][C:10]1[NH:11][C:12](=[O:21])[C:13]2[C:18]([CH:19]=1)=[C:17]([CH3:20])[CH:16]=[CH:15][CH:14]=2.C(O)C.[S:25](=[O:29])(=[O:28])([OH:27])[OH:26]. Product: [S:25]([OH:29])([OH:28])(=[O:27])=[O:26].[OH:1][CH2:2][C@H:3]1[CH2:7][CH2:6][CH2:5][N:4]1[CH2:8][CH2:9][C:10]1[NH:11][C:12](=[O:21])[C:13]2[C:18]([CH:19]=1)=[C:17]([CH3:20])[CH:16]=[CH:15][CH:14]=2. (3) Reactant: [C:1]([O:5][C:6]([N:8]1[CH2:14][CH2:13][CH2:12][N:11]([C:15]2[CH:20]=[C:19]([N+:21]([O-])=O)[CH:18]=[CH:17][C:16]=2[O:24][CH3:25])[CH2:10][CH2:9]1)=[O:7])([CH3:4])([CH3:3])[CH3:2]. Product: [C:1]([O:5][C:6]([N:8]1[CH2:14][CH2:13][CH2:12][N:11]([C:15]2[CH:20]=[C:19]([NH2:21])[CH:18]=[CH:17][C:16]=2[O:24][CH3:25])[CH2:10][CH2:9]1)=[O:7])([CH3:4])([CH3:3])[CH3:2]. The catalyst class is: 19. (4) Reactant: [CH3:1][C@H:2]([NH:7][C:8]([C:10]1[C:18]2[C:13](=[N:14][CH:15]=[C:16]([C:19]3[S:20][C:21]([C:24](=[O:32])[NH:25][CH:26]4[CH2:31][CH2:30][O:29][CH2:28][CH2:27]4)=[CH:22][CH:23]=3)[N:17]=2)[N:12](COCC[Si](C)(C)C)[CH:11]=1)=[O:9])[C:3]([CH3:6])([CH3:5])[CH3:4].FC(F)(F)C(O)=O.C([O-])(=O)C.[Na+].O. Product: [CH3:1][C@H:2]([NH:7][C:8]([C:10]1[C:18]2[C:13](=[N:14][CH:15]=[C:16]([C:19]3[S:20][C:21]([C:24](=[O:32])[NH:25][CH:26]4[CH2:31][CH2:30][O:29][CH2:28][CH2:27]4)=[CH:22][CH:23]=3)[N:17]=2)[NH:12][CH:11]=1)=[O:9])[C:3]([CH3:5])([CH3:4])[CH3:6]. The catalyst class is: 96. (5) Reactant: [O:1]=[C:2]1[O:6][CH2:5][N:4]([C:7]([O:9][CH2:10][CH:11]2[C:23]3[CH:22]=[CH:21][CH:20]=[CH:19][C:18]=3[C:17]3[C:12]2=[CH:13][CH:14]=[CH:15][CH:16]=3)=[O:8])[C@H:3]1[CH2:24][C:25]1[N:26]=[CH:27][S:28][CH:29]=1.FC(F)(F)C(O)=O.C([SiH](CC)CC)C. Product: [CH:13]1[C:12]2[CH:11]([CH2:10][O:9][C:7]([N:4]([CH3:5])[C@@H:3]([CH2:24][C:25]3[N:26]=[CH:27][S:28][CH:29]=3)[C:2]([OH:6])=[O:1])=[O:8])[C:23]3[C:18](=[CH:19][CH:20]=[CH:21][CH:22]=3)[C:17]=2[CH:16]=[CH:15][CH:14]=1. The catalyst class is: 4. (6) Reactant: [Cl:1][C:2]1[CH:10]=[CH:9][CH:8]=[CH:7][C:3]=1[C:4]([OH:6])=O.C1C=CC2N(O)N=NC=2C=1.CCN=C=NCCCN(C)C.[CH3:32][C:33]([NH2:36])([CH3:35])[CH3:34]. Product: [C:33]([NH:36][C:4](=[O:6])[C:3]1[CH:7]=[CH:8][CH:9]=[CH:10][C:2]=1[Cl:1])([CH3:35])([CH3:34])[CH3:32]. The catalyst class is: 1. (7) Product: [NH:15]1[C:19]2[CH:20]=[CH:21][CH:22]=[CH:23][C:18]=2[N:17]=[C:16]1[C:24]1[C:25]([NH2:2])=[N:26][O:28][N:27]=1. Reactant: Cl.[NH2:2]O.[OH-].[K+].COCCOCCOC.[NH:15]1[C:19]2[CH:20]=[CH:21][CH:22]=[CH:23][C:18]=2[N:17]=[C:16]1[C:24](=[N:27][OH:28])[C:25]#[N:26]. The catalyst class is: 6.